Task: Predict the reaction yield, written as a fraction of the theoretical maximum amount of product (1.0 means a 100% yield; for example, 0.34 means a 34% yield).. Dataset: Reaction yield outcomes from USPTO patents with 853,638 reactions The reactants are [O:1]1[C:10]2[C:5](=[CH:6][CH:7]=[CH:8][CH:9]=2)[CH:4]([NH:11][C:12]2[C:13]3[N:14]([C:21]([CH2:25][OH:26])=[C:22]([CH3:24])[N:23]=3)[CH:15]=[C:16]([C:18](O)=[O:19])[CH:17]=2)[CH2:3][CH2:2]1.[NH:27]1[CH2:32][CH2:31][O:30][CH2:29][CH2:28]1.C(N(CC)CC)C.F[P-](F)(F)(F)(F)F.N1(OC(N(C)C)=[N+](C)C)C2C=CC=CC=2N=N1. The catalyst is CN(C)C=O.O. The product is [O:1]1[C:10]2[C:5](=[CH:6][CH:7]=[CH:8][CH:9]=2)[CH:4]([NH:11][C:12]2[C:13]3[N:14]([C:21]([CH2:25][OH:26])=[C:22]([CH3:24])[N:23]=3)[CH:15]=[C:16]([C:18]([N:27]3[CH2:32][CH2:31][O:30][CH2:29][CH2:28]3)=[O:19])[CH:17]=2)[CH2:3][CH2:2]1. The yield is 0.530.